From a dataset of Catalyst prediction with 721,799 reactions and 888 catalyst types from USPTO. Predict which catalyst facilitates the given reaction. (1) Reactant: [CH3:1][C:2]1[CH:7]=[CH:6][C:5]([NH:8][C:9]2[S:10][CH:11]=[CH:12][N:13]=2)=[CH:4][C:3]=1[OH:14].C([O-])([O-])=O.[K+].[K+].[CH2:21](Br)[C:22]1[CH:27]=[CH:26][CH:25]=[CH:24][CH:23]=1. Product: [CH2:21]([O:14][C:3]1[CH:4]=[C:5]([NH:8][C:9]2[S:10][CH:11]=[CH:12][N:13]=2)[CH:6]=[CH:7][C:2]=1[CH3:1])[C:22]1[CH:27]=[CH:26][CH:25]=[CH:24][CH:23]=1. The catalyst class is: 21. (2) Reactant: [O:1]1[C:5]2[CH:6]=[CH:7][C:8]([CH2:10][N:11]3[C:20]([CH2:21][OH:22])=[C:19]([C:23]4[CH:28]=[CH:27][CH:26]=[CH:25][CH:24]=4)[C:18]4[C:13](=[CH:14][CH:15]=[C:16]([Br:29])[CH:17]=4)[C:12]3=[O:30])=[CH:9][C:4]=2[O:3][CH2:2]1.[H-].[Na+].[CH2:33](Br)[C:34]1[CH:39]=[CH:38][CH:37]=[CH:36][CH:35]=1.O. Product: [O:1]1[C:5]2[CH:6]=[CH:7][C:8]([CH2:10][N:11]3[C:20]([CH2:21][O:22][CH2:33][C:34]4[CH:39]=[CH:38][CH:37]=[CH:36][CH:35]=4)=[C:19]([C:23]4[CH:28]=[CH:27][CH:26]=[CH:25][CH:24]=4)[C:18]4[C:13](=[CH:14][CH:15]=[C:16]([Br:29])[CH:17]=4)[C:12]3=[O:30])=[CH:9][C:4]=2[O:3][CH2:2]1. The catalyst class is: 1. (3) Reactant: Cl.O.[OH:3][C:4]12[C:15]3[C:10](=[C:11]([N+:16]([O-])=O)[CH:12]=[CH:13][CH:14]=3)[C:9](=[O:19])[C:8]1([NH:20][C:21](=[O:30])[C:22]1[CH:27]=[C:26]([O:28][CH3:29])[CH:25]=[N:24][CH:23]=1)[C:7]1[CH:31]=[CH:32][C:33]([CH:35]([CH3:37])[CH3:36])=[CH:34][C:6]=1[O:5]2. Product: [NH2:16][C:11]1[CH:12]=[CH:13][CH:14]=[C:15]2[C:10]=1[C:9](=[O:19])[C:8]1([NH:20][C:21](=[O:30])[C:22]3[CH:27]=[C:26]([O:28][CH3:29])[CH:25]=[N:24][CH:23]=3)[C:7]3[CH:31]=[CH:32][C:33]([CH:35]([CH3:37])[CH3:36])=[CH:34][C:6]=3[O:5][C:4]12[OH:3]. The catalyst class is: 186.